The task is: Predict the reactants needed to synthesize the given product.. This data is from Full USPTO retrosynthesis dataset with 1.9M reactions from patents (1976-2016). (1) Given the product [CH2:1]([N:3]([CH:15]1[CH2:16][CH2:17][C:18]([O:22][CH3:25])([CH3:21])[CH2:19][CH2:20]1)[C:4]1[C:5]([CH3:14])=[C:6]([CH:11]=[CH:12][CH:13]=1)[C:7]([O:9][CH3:10])=[O:8])[CH3:2], predict the reactants needed to synthesize it. The reactants are: [CH2:1]([N:3]([CH:15]1[CH2:20][CH2:19][C:18]([OH:22])([CH3:21])[CH2:17][CH2:16]1)[C:4]1[C:5]([CH3:14])=[C:6]([CH:11]=[CH:12][CH:13]=1)[C:7]([O:9][CH3:10])=[O:8])[CH3:2].[H-].[Na+].[CH3:25]I. (2) Given the product [CH3:26][O:25][N:24]=[C:20]([C:21]1[O:23][N:37]=[C:34]([CH2:35][CH3:36])[N:33]=1)[C:15]1[CH:16]=[CH:17][CH:18]=[CH:19][C:14]=1[CH2:13][O:12][C:11]1[CH:27]=[C:28]([CH3:31])[CH:29]=[CH:30][C:10]=1[CH3:9], predict the reactants needed to synthesize it. The reactants are: ClC(Cl)C.S(Cl)(Cl)=O.[CH3:9][C:10]1[CH:30]=[CH:29][C:28]([CH3:31])=[CH:27][C:11]=1[O:12][CH2:13][C:14]1[CH:19]=[CH:18][CH:17]=[CH:16][C:15]=1[C:20](=[N:24][O:25][CH3:26])[C:21]([OH:23])=O.O[N:33]=[C:34]([NH2:37])[CH2:35][CH3:36]. (3) Given the product [Br:1][C:2]1[CH:3]=[C:4]([S:9]([N:13]2[C:21]3[C:16](=[CH:17][CH:18]=[CH:19][CH:20]=3)[CH2:15][CH2:14]2)(=[O:11])=[O:10])[CH:5]=[CH:6][C:7]=1[F:8], predict the reactants needed to synthesize it. The reactants are: [Br:1][C:2]1[CH:3]=[C:4]([S:9](Cl)(=[O:11])=[O:10])[CH:5]=[CH:6][C:7]=1[F:8].[NH:13]1[C:21]2[C:16](=[CH:17][CH:18]=[CH:19][CH:20]=2)[CH2:15][CH2:14]1.C(N(CC)C(C)C)(C)C. (4) Given the product [CH2:16]([O:15][C:13]([C:9]1[C:10]2[CH:11]=[CH:12][C:3]([CH2:2][P:18]([O:22][CH2:23][CH3:24])([O:19][CH2:20][CH3:21])=[O:25])=[N:4][C:5]=2[CH:6]=[CH:7][CH:8]=1)=[O:14])[CH3:17], predict the reactants needed to synthesize it. The reactants are: Br[CH2:2][C:3]1[CH:12]=[CH:11][C:10]2[C:9]([C:13]([O:15][CH2:16][CH3:17])=[O:14])=[CH:8][CH:7]=[CH:6][C:5]=2[N:4]=1.[P:18]([O:25]CC)([O:22][CH2:23][CH3:24])[O:19][CH2:20][CH3:21]. (5) The reactants are: [H-].[Na+].[F:3][C:4]1[CH:5]=[N:6][C:7]2[C:12]([C:13]=1[CH2:14][CH:15]([C:17]13[CH2:24][CH2:23][C:20]([NH:25][C:26](=[O:32])[O:27][C:28]([CH3:31])([CH3:30])[CH3:29])([CH2:21][CH2:22]1)[CH2:19][O:18]3)[OH:16])=[N:11][C:10]([O:33][CH3:34])=[CH:9][CH:8]=2.[C:35]1(S(OC)(=O)=O)C=CC=CC=1. Given the product [F:3][C:4]1[CH:5]=[N:6][C:7]2[C:12]([C:13]=1[CH2:14][CH:15]([C:17]13[CH2:22][CH2:21][C:20]([NH:25][C:26](=[O:32])[O:27][C:28]([CH3:29])([CH3:30])[CH3:31])([CH2:23][CH2:24]1)[CH2:19][O:18]3)[O:16][CH3:35])=[N:11][C:10]([O:33][CH3:34])=[CH:9][CH:8]=2, predict the reactants needed to synthesize it. (6) The reactants are: [CH3:1][C:2]1[N:6](COCC[Si](C)(C)C)[C:5]2[CH:15]=[CH:16][C:17]([NH:19][C:20]3[N:42]=[C:23]4[C:24]([C:28]5[CH:33]=[CH:32][C:31]([C:34]([N:36]6[CH2:41][CH2:40][O:39][CH2:38][CH2:37]6)=[O:35])=[CH:30][CH:29]=5)=[N:25][CH:26]=[CH:27][N:22]4[N:21]=3)=[CH:18][C:4]=2[N:3]=1.Cl.C([O-])(O)=O.[Na+]. Given the product [CH3:1][C:2]1[NH:6][C:5]2[CH:15]=[CH:16][C:17]([NH:19][C:20]3[N:42]=[C:23]4[C:24]([C:28]5[CH:29]=[CH:30][C:31]([C:34]([N:36]6[CH2:37][CH2:38][O:39][CH2:40][CH2:41]6)=[O:35])=[CH:32][CH:33]=5)=[N:25][CH:26]=[CH:27][N:22]4[N:21]=3)=[CH:18][C:4]=2[N:3]=1, predict the reactants needed to synthesize it. (7) Given the product [Cl:1][C:2]1[C:3]2[N:4]([C:23]([CH2:24][C:25]([CH3:28])([CH3:27])[CH3:26])=[N:22][N:21]=2)[N:5]=[CH:6][C:7]=1[N:8]1[CH2:13][CH2:12][CH:11]([C:14]2[CH:19]=[CH:18][C:17]([F:20])=[CH:16][CH:15]=2)[CH2:10][CH2:9]1, predict the reactants needed to synthesize it. The reactants are: [Cl:1][C:2]1[C:7]([N:8]2[CH2:13][CH2:12][CH:11]([C:14]3[CH:19]=[CH:18][C:17]([F:20])=[CH:16][CH:15]=3)[CH2:10][CH2:9]2)=[CH:6][N:5]=[N:4][C:3]=1[NH:21][NH:22][C:23](=O)[CH2:24][C:25]([CH3:28])([CH3:27])[CH3:26].P(Cl)(Cl)(Cl)=O.